Dataset: Tox21: 12 toxicity assays (nuclear receptors and stress response pathways). Task: Binary classification across 12 toxicity assays. (1) The molecule is N#Cc1ccc(N(CC(N)=O)CC(F)(F)F)cc1C(F)(F)F. It tested positive (active) for: NR-AR (Androgen Receptor agonist activity), NR-AR-LBD (Androgen Receptor Ligand Binding Domain agonist), and NR-PPAR-gamma (PPAR-gamma nuclear receptor agonist). (2) The molecule is CCCc1ccc(O)cc1. It tested positive (active) for: SR-MMP (Mitochondrial Membrane Potential disruption). (3) The molecule is Oc1ccc(C(c2ccc(O)cc2)C(Cl)(Cl)Cl)cc1. It tested positive (active) for: NR-ER (Estrogen Receptor agonist activity), SR-ARE (Antioxidant Response Element (oxidative stress)), SR-HSE (Heat Shock Element response), and SR-MMP (Mitochondrial Membrane Potential disruption). (4) The compound is C[C@]12CC[C@H]3[C@@H](CC=C4C[C@@H](O)CC[C@@]43C)[C@@H]1CCC2=O. It tested positive (active) for: NR-ER (Estrogen Receptor agonist activity), and NR-ER-LBD (Estrogen Receptor Ligand Binding Domain agonist).